Dataset: Reaction yield outcomes from USPTO patents with 853,638 reactions. Task: Predict the reaction yield, written as a fraction of the theoretical maximum amount of product (1.0 means a 100% yield; for example, 0.34 means a 34% yield). (1) The catalyst is CO. The yield is 0.720. The product is [NH2:1][C:2]1[N:7]=[CH:6][C:5](/[CH:8]=[CH:9]/[C:10]([OH:12])=[O:11])=[CH:4][CH:3]=1. The reactants are [NH2:1][C:2]1[N:7]=[CH:6][C:5](/[CH:8]=[CH:9]/[C:10]([O:12]CC2C=CC=CC=2)=[O:11])=[CH:4][CH:3]=1.[OH-].[Na+]. (2) The product is [OH:27][C@:26]1([C@@H:28]2[CH2:32][CH2:31][CH2:30][N:29]2[C:33]([O:35][C:36]([CH3:39])([CH3:38])[CH3:37])=[O:34])[O:22][N:21]=[C:19]([C:14]2[N:15]=[CH:16][CH:17]=[CH:18][N:13]=2)[CH2:20]1. The catalyst is O1CCCC1.O. The reactants are C([Li])CCC.C(NC(C)C)(C)C.[N:13]1[CH:18]=[CH:17][CH:16]=[N:15][C:14]=1[C:19](=[N:21][OH:22])[CH3:20].CON(C)[C:26]([C@@H:28]1[CH2:32][CH2:31][CH2:30][N:29]1[C:33]([O:35][C:36]([CH3:39])([CH3:38])[CH3:37])=[O:34])=[O:27]. The yield is 0.280.